From a dataset of Catalyst prediction with 721,799 reactions and 888 catalyst types from USPTO. Predict which catalyst facilitates the given reaction. (1) Reactant: C[O:2][C:3](=[O:34])[CH2:4][O:5][C:6]1[CH:15]=[CH:14][C:13]([Cl:16])=[C:12]2[C:7]=1[C:8]([O:30][CH:31]([F:33])[F:32])=[C:9]([CH2:18][C:19]1[CH:24]=[CH:23][C:22]([S:25]([CH3:28])(=[O:27])=[O:26])=[CH:21][C:20]=1[Cl:29])[C:10]([CH3:17])=[N:11]2.CO.[OH-].[Li+].Cl. Product: [Cl:16][C:13]1[CH:14]=[CH:15][C:6]([O:5][CH2:4][C:3]([OH:34])=[O:2])=[C:7]2[C:12]=1[N:11]=[C:10]([CH3:17])[C:9]([CH2:18][C:19]1[CH:24]=[CH:23][C:22]([S:25]([CH3:28])(=[O:27])=[O:26])=[CH:21][C:20]=1[Cl:29])=[C:8]2[O:30][CH:31]([F:33])[F:32]. The catalyst class is: 132. (2) Reactant: Cl[C:2]([O:4][C:5]1[CH:10]=[CH:9][C:8]([Cl:11])=[CH:7][CH:6]=1)=[O:3].[NH2:12][N:13]1[CH2:18][CH2:17][O:16][CH2:15][CH2:14]1.N1C=CC=CC=1. Product: [Cl:11][C:8]1[CH:9]=[CH:10][C:5]([O:4][C:2](=[O:3])[NH:12][N:13]2[CH2:18][CH2:17][O:16][CH2:15][CH2:14]2)=[CH:6][CH:7]=1. The catalyst class is: 4. (3) Reactant: [CH2:1]([S:9]([C:12]1[CH:16]=[CH:15][S:14][CH:13]=1)(=[O:11])=[O:10])[CH2:2][CH2:3][CH2:4][CH2:5][CH2:6][CH2:7][CH3:8].C(=O)([O-])[O-].[Cs+].[Cs+].Br[C:24]1[CH:29]=[CH:28][C:27]([C:30]([CH3:33])([CH3:32])[CH3:31])=[CH:26][CH:25]=1.[C:39](P[C:39]([CH3:42])([CH3:41])[CH3:40])([CH3:42])([CH3:41])[CH3:40].[C:43]1([C:43]2[CH:48]=[CH:47][CH:46]=[CH:45][CH:44]=2)[CH:48]=[CH:47][CH:46]=[CH:45][CH:44]=1. Product: [C:30]([C:27]1[CH:28]=[CH:29][C:24]([C:13]2[S:14][C:15]([C:43]3[CH:48]=[CH:47][C:46]([C:39]([CH3:40])([CH3:41])[CH3:42])=[CH:45][CH:44]=3)=[CH:16][C:12]=2[S:9]([CH2:1][CH2:2][CH2:3][CH2:4][CH2:5][CH2:6][CH2:7][CH3:8])(=[O:11])=[O:10])=[CH:25][CH:26]=1)([CH3:33])([CH3:32])[CH3:31]. The catalyst class is: 826.